This data is from Full USPTO retrosynthesis dataset with 1.9M reactions from patents (1976-2016). The task is: Predict the reactants needed to synthesize the given product. (1) The reactants are: [C:1]1([C:7]2[N:12]=[N:11][C:10]([NH:13][NH:14][C:15](=O)[CH2:16][C:17]3[CH:18]=[C:19]4[C:24](=[CH:25][CH:26]=3)[N:23]=[CH:22][CH:21]=[CH:20]4)=[N:9][CH:8]=2)[CH:6]=[CH:5][CH:4]=[CH:3][CH:2]=1. Given the product [N:23]1[C:24]2[C:19](=[CH:18][C:17]([CH2:16][C:15]3[N:11]4[N:12]=[C:7]([C:1]5[CH:6]=[CH:5][CH:4]=[CH:3][CH:2]=5)[CH:8]=[N:9][C:10]4=[N:13][N:14]=3)=[CH:26][CH:25]=2)[CH:20]=[CH:21][CH:22]=1, predict the reactants needed to synthesize it. (2) Given the product [CH2:49]([O:48][C:46]([NH:45][C:12](=[N:11][C:9]([O:8][CH2:1][C:2]1[CH:3]=[CH:4][CH:5]=[CH:6][CH:7]=1)=[O:10])[N:13]1[CH2:18][CH2:17][CH2:16][CH:15]([C:19]([NH:21][C:22]2[C:23]([NH:32][C:33](=[O:44])[C:34]3[CH:35]=[CH:36][C:37]([C:40]([CH3:43])([CH3:42])[CH3:41])=[CH:38][CH:39]=3)=[CH:24][C:25]([C:28]([OH:30])=[O:29])=[CH:26][CH:27]=2)=[O:20])[CH2:14]1)=[O:47])[C:50]1[CH:55]=[CH:54][CH:53]=[CH:52][CH:51]=1, predict the reactants needed to synthesize it. The reactants are: [CH2:1]([O:8][C:9]([NH:11][C:12](=[N:45][C:46]([O:48][CH2:49][C:50]1[CH:55]=[CH:54][CH:53]=[CH:52][CH:51]=1)=[O:47])[N:13]1[CH2:18][CH2:17][CH2:16][CH:15]([C:19]([NH:21][C:22]2[C:23]([NH:32][C:33](=[O:44])[C:34]3[CH:39]=[CH:38][C:37]([C:40]([CH3:43])([CH3:42])[CH3:41])=[CH:36][CH:35]=3)=[CH:24][C:25]([C:28]([O:30]C)=[O:29])=[CH:26][CH:27]=2)=[O:20])[CH2:14]1)=[O:10])[C:2]1[CH:7]=[CH:6][CH:5]=[CH:4][CH:3]=1.CO.O1CCOCC1.[OH-].[Na+]. (3) Given the product [NH2:29][C:28]1[C:27]([O:32][CH3:33])=[CH:26][C:16]([CH2:17][P:18](=[O:25])([O:22][CH2:23][CH3:24])[O:19][CH2:20][CH3:21])=[CH:15][C:14]=1[F:13], predict the reactants needed to synthesize it. The reactants are: NC1C=CC(F)=CC=1C(NC)=O.[F:13][C:14]1[CH:15]=[C:16]([CH:26]=[C:27]([O:32][CH3:33])[C:28]=1[N+:29]([O-])=O)[CH2:17][P:18](=[O:25])([O:22][CH2:23][CH3:24])[O:19][CH2:20][CH3:21].